From a dataset of Catalyst prediction with 721,799 reactions and 888 catalyst types from USPTO. Predict which catalyst facilitates the given reaction. (1) Reactant: [CH3:1][N:2]1[C:7](=[O:8])[C:6]([NH:9][C:10]2[CH:19]=[C:13]3[CH2:14][N:15]([CH3:18])[CH2:16][CH2:17][N:12]3[N:11]=2)=[CH:5][C:4]([C:20]2[CH:27]=[N:26][CH:25]=[C:24]([N:28]3[CH2:40][CH2:39][N:31]4[C:32]5[CH2:33][CH2:34][CH2:35][CH2:36][C:37]=5[CH:38]=[C:30]4[C:29]3=[O:41])[C:21]=2[CH:22]=[O:23])=[CH:3]1.[BH4-].[Na+]. Product: [OH:23][CH2:22][C:21]1[C:20]([C:4]2[CH:5]=[C:6]([NH:9][C:10]3[CH:19]=[C:13]4[CH2:14][N:15]([CH3:18])[CH2:16][CH2:17][N:12]4[N:11]=3)[C:7](=[O:8])[N:2]([CH3:1])[CH:3]=2)=[CH:27][N:26]=[CH:25][C:24]=1[N:28]1[CH2:40][CH2:39][N:31]2[C:32]3[CH2:33][CH2:34][CH2:35][CH2:36][C:37]=3[CH:38]=[C:30]2[C:29]1=[O:41]. The catalyst class is: 5. (2) Reactant: Br[C:2]1[CH:8]=[CH:7][C:5]([NH2:6])=[C:4]([N+:9]([O-:11])=[O:10])[CH:3]=1.[Cl:12][C:13]1[CH:14]=[C:15](B(O)O)[CH:16]=[CH:17][C:18]=1[C:19]([F:22])([F:21])[F:20].C([O-])([O-])=O.[Na+].[Na+]. Product: [Cl:12][C:13]1[CH:14]=[C:15]([C:2]2[CH:8]=[CH:7][C:5]([NH2:6])=[C:4]([N+:9]([O-:11])=[O:10])[CH:3]=2)[CH:16]=[CH:17][C:18]=1[C:19]([F:20])([F:21])[F:22]. The catalyst class is: 73.